From a dataset of Catalyst prediction with 721,799 reactions and 888 catalyst types from USPTO. Predict which catalyst facilitates the given reaction. (1) Reactant: [CH2:1]([Mg][Cl:6])[CH2:2][CH2:3][CH3:4].[CH3:7][N:8]([CH3:21])[C:9]1(C#N)[CH2:18][CH2:17][C:12]2([O:16][CH2:15][CH2:14][O:13]2)[CH2:11][CH2:10]1.[Cl-].[NH4+].Cl[Si](C)(C)C. Product: [ClH:6].[CH2:1]([C:9]1([N:8]([CH3:21])[CH3:7])[CH2:18][CH2:17][C:12]2([O:16][CH2:15][CH2:14][O:13]2)[CH2:11][CH2:10]1)[CH2:2][CH2:3][CH3:4]. The catalyst class is: 30. (2) Reactant: [O:1]=[C:2]1[CH:7]2[CH2:8][N:9]([C:12]([O:14][CH2:15][C:16]3[CH:21]=[CH:20][CH:19]=[CH:18][CH:17]=3)=[O:13])[CH2:10][CH2:11][N:6]2[CH2:5][CH2:4][NH:3]1.[H-].[Na+].I[CH3:25]. Product: [CH3:25][N:3]1[CH2:4][CH2:5][N:6]2[CH2:11][CH2:10][N:9]([C:12]([O:14][CH2:15][C:16]3[CH:21]=[CH:20][CH:19]=[CH:18][CH:17]=3)=[O:13])[CH2:8][CH:7]2[C:2]1=[O:1]. The catalyst class is: 1. (3) Reactant: CCN(CC)CC.[CH2:8]1[CH:12]2[CH2:13][NH:14][CH2:15][CH:11]2[CH2:10][N:9]1[C:16]([O:18][C:19]([CH3:22])([CH3:21])[CH3:20])=[O:17].[C:23](Cl)(=[O:30])[C:24]1[CH:29]=[CH:28][CH:27]=[CH:26][CH:25]=1. Product: [C:23]([N:14]1[CH2:13][CH:12]2[CH2:8][N:9]([C:16]([O:18][C:19]([CH3:22])([CH3:21])[CH3:20])=[O:17])[CH2:10][CH:11]2[CH2:15]1)(=[O:30])[C:24]1[CH:29]=[CH:28][CH:27]=[CH:26][CH:25]=1. The catalyst class is: 1.